From a dataset of NCI-60 drug combinations with 297,098 pairs across 59 cell lines. Regression. Given two drug SMILES strings and cell line genomic features, predict the synergy score measuring deviation from expected non-interaction effect. Drug 1: CC1C(C(CC(O1)OC2CC(CC3=C2C(=C4C(=C3O)C(=O)C5=C(C4=O)C(=CC=C5)OC)O)(C(=O)C)O)N)O.Cl. Drug 2: CC(C1=C(C=CC(=C1Cl)F)Cl)OC2=C(N=CC(=C2)C3=CN(N=C3)C4CCNCC4)N. Cell line: SNB-19. Synergy scores: CSS=10.6, Synergy_ZIP=-8.33, Synergy_Bliss=-3.40, Synergy_Loewe=-12.1, Synergy_HSA=-3.16.